This data is from Catalyst prediction with 721,799 reactions and 888 catalyst types from USPTO. The task is: Predict which catalyst facilitates the given reaction. (1) Product: [O:9]1[CH2:14][CH2:13][CH2:12][CH2:11][CH:10]1[O:1][CH2:2][C@H:3]1[O:7][C:6](=[O:8])[CH2:5][CH2:4]1. Reactant: [OH:1][CH2:2][C@H:3]1[O:7][C:6](=[O:8])[CH2:5][CH2:4]1.[O:9]1[CH:14]=[CH:13][CH2:12][CH2:11][CH2:10]1.C1(C)C=CC(S([O-])(=O)=O)=CC=1.[NH+]1C=CC=CC=1. The catalyst class is: 4. (2) Reactant: [CH3:1][C:2]1[N:7]=[CH:6][C:5]([CH:8]([OH:10])[CH3:9])=[CH:4][CH:3]=1.[H-].[Na+].[CH3:13][O:14][CH2:15]Cl. Product: [CH3:13][O:14][CH2:15][O:10][CH:8]([C:5]1[CH:4]=[CH:3][C:2]([CH3:1])=[N:7][CH:6]=1)[CH3:9]. The catalyst class is: 7. (3) Reactant: [NH2:1][C@H:2]1[CH2:6][N:5]([C:7]([O:9][C:10]([CH3:13])([CH3:12])[CH3:11])=[O:8])[C@@H:4]([CH3:14])[CH2:3]1.CCN(C(C)C)C(C)C.[CH3:24][O:25][C:26]1[CH:31]=[CH:30][C:29]([O:32][CH3:33])=[CH:28][C:27]=1[S:34](Cl)(=[O:36])=[O:35]. Product: [CH3:24][O:25][C:26]1[CH:31]=[CH:30][C:29]([O:32][CH3:33])=[CH:28][C:27]=1[S:34]([NH:1][C@H:2]1[CH2:6][N:5]([C:7]([O:9][C:10]([CH3:13])([CH3:12])[CH3:11])=[O:8])[C@@H:4]([CH3:14])[CH2:3]1)(=[O:35])=[O:36]. The catalyst class is: 2. (4) Product: [CH2:6]([O:5][P:4]([CH2:3][CH:26]1[CH2:27][CH2:28][NH:23][CH2:24][CH2:25]1)(=[O:8])[O:9][CH2:10][CH3:11])[CH3:7]. The catalyst class is: 7. Reactant: [H-].[Na+].[CH2:3](P([O-])(=O)[O-])[P:4]([O:9][CH2:10][CH3:11])(=[O:8])[O:5][CH2:6][CH3:7].C([N:23]1[CH2:28][CH2:27][C:26](=O)[CH2:25][CH2:24]1)C1C=CC=CC=1. (5) Product: [NH2:9][CH2:10][CH:11]1[CH2:16][CH2:15][N:14]([C:24]2[CH:25]=[C:20]([N+:17]([O-:19])=[O:18])[CH:21]=[CH:22][C:23]=2[S:26]([NH2:33])(=[O:28])=[O:27])[CH2:13][CH2:12]1. Reactant: C(=O)C1C=CC=CC=1.[NH2:9][CH2:10][CH:11]1[CH2:16][CH2:15][NH:14][CH2:13][CH2:12]1.[N+:17]([C:20]1[CH:25]=[CH:24][C:23]([S:26](Cl)(=[O:28])=[O:27])=[CH:22][CH:21]=1)([O-:19])=[O:18].C([N:33](C(C)C)CC)(C)C.OS([O-])(=O)=O.[K+]. The catalyst class is: 93. (6) Reactant: [N:1]1[CH:2]=[CH:3][N:4]2[CH:9]=[CH:8][C:7]([NH2:10])=[CH:6][C:5]=12.[C:11]([N:13]=[C:14](SC)[S:15][CH3:16])#[N:12].[H-].[Na+]. Product: [C:11]([N:13]=[C:14]([S:15][CH3:16])[NH:10][C:7]1[CH:8]=[CH:9][N:4]2[CH:3]=[CH:2][N:1]=[C:5]2[CH:6]=1)#[N:12]. The catalyst class is: 241. (7) Reactant: C(=O)([O-])[O-].[K+].[K+].[CH2:7](Br)[C:8]1[CH:13]=[CH:12][CH:11]=[CH:10][CH:9]=1.[CH2:15]([N:18]1[C:26]2[CH:25]=[CH:24][N:23]=[C:22]([Cl:27])[C:21]=2[NH:20][C:19]1=[O:28])[CH:16]=[CH2:17].O. Product: [CH2:15]([N:18]1[C:26]2[CH:25]=[CH:24][N:23]=[C:22]([Cl:27])[C:21]=2[N:20]([CH2:7][C:8]2[CH:13]=[CH:12][CH:11]=[CH:10][CH:9]=2)[C:19]1=[O:28])[CH:16]=[CH2:17]. The catalyst class is: 42.